This data is from Catalyst prediction with 721,799 reactions and 888 catalyst types from USPTO. The task is: Predict which catalyst facilitates the given reaction. Reactant: [NH2:1][C:2]1[CH:7]=[CH:6][C:5]([C:8]2[S:12][C:11]([CH2:13][CH2:14][NH:15][S:16]([C:19]([F:22])([F:21])[F:20])(=[O:18])=[O:17])=[N:10][CH:9]=2)=[CH:4][CH:3]=1.C(N(CC)CC)C.[Cl:30][C:31]1[CH:39]=[CH:38][CH:37]=[CH:36][C:32]=1[C:33](Cl)=[O:34]. The catalyst class is: 4. Product: [Cl:30][C:31]1[CH:39]=[CH:38][CH:37]=[CH:36][C:32]=1[C:33]([NH:1][C:2]1[CH:3]=[CH:4][C:5]([C:8]2[S:12][C:11]([CH2:13][CH2:14][NH:15][S:16]([C:19]([F:20])([F:21])[F:22])(=[O:18])=[O:17])=[N:10][CH:9]=2)=[CH:6][CH:7]=1)=[O:34].